Task: Predict the reactants needed to synthesize the given product.. Dataset: Full USPTO retrosynthesis dataset with 1.9M reactions from patents (1976-2016) (1) Given the product [ClH:30].[NH2:16][C:17]1[CH:26]=[CH:25][CH:24]=[C:23]2[C:18]=1[CH:19]=[CH:20][CH:21]=[C:22]2[S:27]([NH:12][CH2:11][C:1]1[C:10]2[C:5](=[CH:6][CH:7]=[CH:8][CH:9]=2)[CH:4]=[CH:3][CH:2]=1)(=[O:29])=[O:28], predict the reactants needed to synthesize it. The reactants are: [C:1]1([CH2:11][NH2:12])[C:10]2[C:5](=[CH:6][CH:7]=[CH:8][CH:9]=2)[CH:4]=[CH:3][CH:2]=1.C([NH:16][C:17]1[CH:26]=[CH:25][CH:24]=[C:23]2[C:18]=1[CH:19]=[CH:20][CH:21]=[C:22]2[S:27]([Cl:30])(=[O:29])=[O:28])(=O)C.C(N(CC)CC)C.Cl. (2) Given the product [Cl:25][CH2:2][C:3]1[CH:7]=[CH:6][S:5][C:4]=1[CH2:8][CH2:9][O:10][S:12]([CH3:11])(=[O:14])=[O:13], predict the reactants needed to synthesize it. The reactants are: O[CH2:2][C:3]1[CH:7]=[CH:6][S:5][C:4]=1[CH2:8][CH2:9][OH:10].[CH3:11][S:12](Cl)(=[O:14])=[O:13].C(N(C(C)C)CC)(C)C.[Cl:25]CCl.